Task: Predict the reactants needed to synthesize the given product.. Dataset: Full USPTO retrosynthesis dataset with 1.9M reactions from patents (1976-2016) (1) Given the product [CH3:22][O:21][C:19]([C:17]1[C:18]2[C:7](=[O:9])[CH:6]=[C:5]([C:4]([O:3][CH2:1][CH3:2])=[O:24])[NH:12][C:13]=2[C:14]([Cl:23])=[CH:15][CH:16]=1)=[O:20], predict the reactants needed to synthesize it. The reactants are: [CH2:1]([O:3][C:4](=[O:24])[C:5]([NH:12][C:13]1[CH:18]=[C:17]([C:19]([O:21][CH3:22])=[O:20])[CH:16]=[CH:15][C:14]=1[Cl:23])=[CH:6][C:7]([O:9]CC)=O)[CH3:2]. (2) Given the product [F:1][C:2]1[CH:7]=[CH:6][C:5]([C:8](=[O:17])[C:9]([C:10]2[CH:15]=[CH:14][N:13]=[CH:12][CH:11]=2)=[O:20])=[CH:4][CH:3]=1, predict the reactants needed to synthesize it. The reactants are: [F:1][C:2]1[CH:7]=[CH:6][C:5]([C:8]([OH:17])(O)[CH2:9][C:10]2[CH:15]=[CH:14][N:13]=[CH:12][CH:11]=2)=[CH:4][CH:3]=1.C(Cl)(=O)C(Cl)=[O:20].